From a dataset of Full USPTO retrosynthesis dataset with 1.9M reactions from patents (1976-2016). Predict the reactants needed to synthesize the given product. (1) Given the product [F:27][C:23]1([F:28])[CH2:24][CH2:25][CH2:26][C:21]([CH2:20][NH:19][C:11]([C:9]2[CH:8]=[C:7]([CH:14]3[CH2:18][CH2:17][O:16][CH2:15]3)[N:6]3[C:10]=2[C:2]([Cl:1])=[CH:3][CH:4]=[CH:5]3)=[O:13])([OH:29])[CH2:22]1, predict the reactants needed to synthesize it. The reactants are: [Cl:1][C:2]1[C:10]2[N:6]([C:7]([CH:14]3[CH2:18][CH2:17][O:16][CH2:15]3)=[CH:8][C:9]=2[C:11]([OH:13])=O)[CH:5]=[CH:4][CH:3]=1.[NH2:19][CH2:20][C:21]1([OH:29])[CH2:26][CH2:25][CH2:24][C:23]([F:28])([F:27])[CH2:22]1.Cl.CN(C)CCCN=C=NCC.N1(O)C2C=CC=CC=2N=N1.C(N(C(C)C)C(C)C)C. (2) Given the product [CH2:10]([O:17][C:18]([N:20]1[CH:24]([C:25](=[O:44])[NH:26][C:27]2[S:28][CH:29]=[C:30]([C:32]3[CH:33]=[CH:34][C:35]([C:38](=[O:43])[NH:39][CH:40]4[CH2:42][CH2:41]4)=[CH:36][CH:37]=3)[N:31]=2)[CH2:23][S:22][CH:8]1[CH2:7][C:1]1[CH:2]=[CH:3][CH:4]=[CH:5][CH:6]=1)=[O:19])[C:11]1[CH:16]=[CH:15][CH:14]=[CH:13][CH:12]=1, predict the reactants needed to synthesize it. The reactants are: [C:1]1([CH2:7][CH:8]=O)[CH:6]=[CH:5][CH:4]=[CH:3][CH:2]=1.[CH2:10]([O:17][C:18]([N:20]1[CH:24]([C:25](=[O:44])[NH:26][C:27]2[S:28][CH:29]=[C:30]([C:32]3[CH:37]=[CH:36][C:35]([C:38](=[O:43])[NH:39][CH:40]4[CH2:42][CH2:41]4)=[CH:34][CH:33]=3)[N:31]=2)[CH2:23][S:22]C1C1C=CC=C(CN2CCOCC2)C=1)=[O:19])[C:11]1[CH:16]=[CH:15][CH:14]=[CH:13][CH:12]=1. (3) Given the product [CH2:1]([C:5]1[N:10]=[C:9]([NH:14][C:15]2[CH:16]=[C:17]([CH:20]=[CH:21][CH:22]=2)[C:18]#[N:19])[NH:8][C:7](=[O:13])[CH:6]=1)[CH2:2][CH2:3][CH3:4], predict the reactants needed to synthesize it. The reactants are: [CH2:1]([C:5]1[N:10]=[C:9](SC)[NH:8][C:7](=[O:13])[CH:6]=1)[CH2:2][CH2:3][CH3:4].[NH2:14][C:15]1[CH:16]=[C:17]([CH:20]=[CH:21][CH:22]=1)[C:18]#[N:19].